Dataset: Catalyst prediction with 721,799 reactions and 888 catalyst types from USPTO. Task: Predict which catalyst facilitates the given reaction. (1) Reactant: [F:1][C:2]1[CH:7]=[CH:6][C:5]([O:8][CH3:9])=[CH:4][C:3]=1[C:10]1[CH:11]=[CH:12][C:13]([O:21][CH2:22][C:23]2[CH:24]=[C:25]([CH:33]=[CH:34][CH:35]=2)[O:26][CH2:27][C:28]([O:30]CC)=[O:29])=N[C:15]=1[CH2:16][C:17]([CH3:20])([CH3:19])[CH3:18].[OH-].[Na+].Cl.[CH2:39]1COCC1. The catalyst class is: 5. Product: [CH3:18][C:17]([CH3:20])([CH3:19])[CH2:16][C:15]1[CH:39]=[C:13]([O:21][CH2:22][C:23]2[CH:24]=[C:25]([CH:33]=[CH:34][CH:35]=2)[O:26][CH2:27][C:28]([OH:30])=[O:29])[CH:12]=[CH:11][C:10]=1[C:3]1[CH:4]=[C:5]([O:8][CH3:9])[CH:6]=[CH:7][C:2]=1[F:1]. (2) Reactant: CS(O[C@@H:6]([CH3:32])[CH2:7][CH2:8][CH2:9][CH2:10][N:11]1[C:20](=[O:21])[C:19]2[NH:18][C:17]([CH2:22][NH:23][C:24]([O:26][C:27]([CH3:30])([CH3:29])[CH3:28])=[O:25])=[N:16][C:15]=2[N:14]([CH3:31])[C:12]1=[O:13])(=O)=O.[N-:33]=[N+:34]=[N-:35].[Na+]. Product: [N:33]([C@H:6]([CH3:32])[CH2:7][CH2:8][CH2:9][CH2:10][N:11]1[C:20](=[O:21])[C:19]2[NH:18][C:17]([CH2:22][NH:23][C:24]([O:26][C:27]([CH3:30])([CH3:28])[CH3:29])=[O:25])=[N:16][C:15]=2[N:14]([CH3:31])[C:12]1=[O:13])=[N+:34]=[N-:35]. The catalyst class is: 16. (3) Reactant: [C:1]1([C:7](=[O:12])[CH2:8][C:9](=O)[CH3:10])[CH:6]=[CH:5][CH:4]=[CH:3][CH:2]=1.C([O-])(=O)C.[NH4+:17]. Product: [NH2:17][C:9]([CH3:10])=[CH:8][C:7]([C:1]1[CH:6]=[CH:5][CH:4]=[CH:3][CH:2]=1)=[O:12]. The catalyst class is: 5. (4) Reactant: [Al+3].[Cl-].[Cl-].[Cl-].[CH3:5][O:6][C:7]1[CH:12]=[CH:11][CH:10]=[CH:9][C:8]=1[CH2:13][CH:14]([CH3:19])[CH2:15][C:16](Cl)=[O:17]. Product: [CH3:5][O:6][C:7]1[CH:12]=[CH:11][CH:10]=[C:9]2[C:8]=1[CH2:13][CH:14]([CH3:19])[CH2:15][C:16]2=[O:17]. The catalyst class is: 2. (5) Reactant: C([O:3][C:4]([C:6]1[N:7]([CH2:16][C:17]#[N:18])[C:8]2[C:13]([CH:14]=1)=[CH:12][C:11]([Br:15])=[CH:10][CH:9]=2)=[O:5])C.O[Li].O. Product: [Br:15][C:11]1[CH:12]=[C:13]2[C:8](=[CH:9][CH:10]=1)[N:7]([CH2:16][C:17]#[N:18])[C:6]([C:4]([OH:5])=[O:3])=[CH:14]2. The catalyst class is: 20. (6) Reactant: [CH3:1][C:2]1[C:7]([CH3:8])=[CH:6][C:5]([CH3:9])=[C:4]([CH2:10][C:11]([CH3:13])=[CH2:12])[C:3]=1[OH:14].O.C1(C)C=CC(S(O)(=O)=O)=CC=1.[OH-].[Na+]. Product: [CH3:12][C:11]1([CH3:13])[CH2:10][C:4]2[C:5]([CH3:9])=[CH:6][C:7]([CH3:8])=[C:2]([CH3:1])[C:3]=2[O:14]1. The catalyst class is: 11. (7) The catalyst class is: 3. Reactant: [CH3:1][N:2]1[C:10]2[C:5](=[CH:6][C:7]([OH:11])=[CH:8][CH:9]=2)[C:4]([C:12]2[N:24]([S:25]([C:28]3[CH:34]=[CH:33][C:31]([CH3:32])=[CH:30][CH:29]=3)(=[O:27])=[O:26])[C:15]3=[N:16][CH:17]=[C:18]4[CH:22]=[N:21][N:20]([CH3:23])[C:19]4=[C:14]3[CH:13]=2)=[CH:3]1.Cl[CH2:36][CH2:37][N:38]1[CH2:43][CH2:42][O:41][CH2:40][CH2:39]1.C([O-])([O-])=O.[Cs+].[Cs+]. Product: [CH3:1][N:2]1[C:10]2[C:5](=[CH:6][C:7]([O:11][CH2:36][CH2:37][N:38]3[CH2:43][CH2:42][O:41][CH2:40][CH2:39]3)=[CH:8][CH:9]=2)[C:4]([C:12]2[N:24]([S:25]([C:28]3[CH:34]=[CH:33][C:31]([CH3:32])=[CH:30][CH:29]=3)(=[O:27])=[O:26])[C:15]3=[N:16][CH:17]=[C:18]4[CH:22]=[N:21][N:20]([CH3:23])[C:19]4=[C:14]3[CH:13]=2)=[CH:3]1. (8) Reactant: [CH:1]([C@H:3]1[CH2:8][CH2:7][C@H:6]([N:9]2[C:14](=[O:15])[C:13]([CH2:16][C:17]3[CH:22]=[CH:21][C:20]([C:23]4[C:24]([C:29]#[N:30])=[CH:25][CH:26]=[CH:27][CH:28]=4)=[CH:19][CH:18]=3)=[C:12]([CH2:31][CH2:32][CH3:33])[N:11]3[N:34]=[CH:35][N:36]=[C:10]23)[CH2:5][CH2:4]1)=[O:2].Br[Mg][C:39]1[CH:44]=[CH:43][C:42]([O:45][CH3:46])=[CH:41][CH:40]=1.Cl. Product: [OH:2][CH:1]([C:39]1[CH:44]=[CH:43][C:42]([O:45][CH3:46])=[CH:41][CH:40]=1)[C@H:3]1[CH2:4][CH2:5][C@H:6]([N:9]2[C:14](=[O:15])[C:13]([CH2:16][C:17]3[CH:22]=[CH:21][C:20]([C:23]4[C:24]([C:29]#[N:30])=[CH:25][CH:26]=[CH:27][CH:28]=4)=[CH:19][CH:18]=3)=[C:12]([CH2:31][CH2:32][CH3:33])[N:11]3[N:34]=[CH:35][N:36]=[C:10]23)[CH2:7][CH2:8]1. The catalyst class is: 7.